Predict the reactants needed to synthesize the given product. From a dataset of Full USPTO retrosynthesis dataset with 1.9M reactions from patents (1976-2016). (1) The reactants are: [CH:1]([C:3]1[CH:8]=[CH:7][C:6]([C:9]([O:11][CH3:12])=[O:10])=[CH:5][C:4]=1[C:13]([O:15][CH3:16])=[O:14])=[CH2:2].CC(N=NC(C#N)(C)C)(C#N)C.[C:29]([OH:32])(=[S:31])[CH3:30]. Given the product [C:29]([S:31][CH2:2][CH2:1][C:3]1[CH:8]=[CH:7][C:6]([C:9]([O:11][CH3:12])=[O:10])=[CH:5][C:4]=1[C:13]([O:15][CH3:16])=[O:14])(=[O:32])[CH3:30], predict the reactants needed to synthesize it. (2) Given the product [Br:28][C:7]1[CH:6]=[CH:5][C:4]([C:8]2[O:12][C:11]([P:13]([O:18][CH2:19][CH3:20])(=[O:17])[O:14][CH2:15][CH3:16])=[CH:10][CH:9]=2)=[CH:3][C:2]=1[NH2:1], predict the reactants needed to synthesize it. The reactants are: [NH2:1][C:2]1[CH:3]=[C:4]([C:8]2[O:12][C:11]([P:13]([O:18][CH2:19][CH3:20])(=[O:17])[O:14][CH2:15][CH3:16])=[CH:10][CH:9]=2)[CH:5]=[CH:6][CH:7]=1.C1C(=O)N([Br:28])C(=O)C1.CC(N=NC(C#N)(C)C)(C#N)C.